The task is: Predict the reaction yield, written as a fraction of the theoretical maximum amount of product (1.0 means a 100% yield; for example, 0.34 means a 34% yield).. This data is from Reaction yield outcomes from USPTO patents with 853,638 reactions. (1) The reactants are [CH2:1]([O:3][C:4]1[CH:5]=[C:6]([CH:9]=[CH:10][C:11]=1[O:12][CH3:13])[CH:7]=[O:8])[CH3:2].[N+:14]([O-])([OH:16])=[O:15]. The catalyst is C(OCC)C. The product is [CH2:1]([O:3][C:4]1[CH:5]=[C:6]([CH:9]=[C:10]([N+:14]([O-:16])=[O:15])[C:11]=1[O:12][CH3:13])[CH:7]=[O:8])[CH3:2]. The yield is 0.780. (2) The reactants are [F:1][C:2]1[CH:3]=[C:4]([C:35]2[C:36]([C:41]#[N:42])=[CH:37][CH:38]=[CH:39][CH:40]=2)[CH:5]=[CH:6][C:7]=1[CH2:8][C:9]1[C:10](=[O:34])[N:11]([C@H:21]2[CH2:26][CH2:25][C@H:24]([O:27][CH:28]([CH3:33])[CH:29]([OH:32])[CH2:30][F:31])[CH2:23][CH2:22]2)[C:12]2[N:13]([N:18]=[CH:19][N:20]=2)[C:14]=1[CH2:15][CH2:16][CH3:17].[CH3:43]C(OI1(OC(C)=O)(OC(C)=O)OC(=O)C2C=CC=CC1=2)=O.C(=O)([O-])O.[Na+].S([O-])([O-])(=O)=S.[Na+].[Na+]. The catalyst is C(#N)C. The product is [F:1][C:2]1[CH:3]=[C:4]([C:35]2[C:36]([C:41]#[N:42])=[CH:37][CH:38]=[CH:39][CH:40]=2)[CH:5]=[CH:6][C:7]=1[CH2:8][C:9]1[C:10](=[O:34])[N:11]([C@H:21]2[CH2:22][CH2:23][C@H:24]([O:27][CH:28]([C:29]3([CH2:30][F:31])[CH2:43][O:32]3)[CH3:33])[CH2:25][CH2:26]2)[C:12]2[N:13]([N:18]=[CH:19][N:20]=2)[C:14]=1[CH2:15][CH2:16][CH3:17]. The yield is 0.520. (3) The reactants are CO[CH:3](OC)[N:4]([CH3:6])[CH3:5].[Cl:9][C:10]1[CH:18]=[CH:17][CH:16]=[CH:15][C:11]=1[CH2:12][C:13]#[N:14]. No catalyst specified. The product is [Cl:9][C:10]1[CH:18]=[CH:17][CH:16]=[CH:15][C:11]=1/[C:12](=[CH:3]/[N:4]([CH3:6])[CH3:5])/[C:13]#[N:14]. The yield is 0.920. (4) The product is [NH2:25][C:18]([C:35]1[CH:36]=[N:37][C:38]([Cl:41])=[CH:39][CH:40]=1)([C:19]1[N:20]([CH3:24])[CH:21]=[N:22][CH:23]=1)[C:15]1[CH:16]=[C:17]2[C:12](=[CH:13][CH:14]=1)[N:11]([CH2:42][CH:43]1[CH2:44][CH2:45]1)[C:10](=[O:46])[CH:9]=[C:8]2[C:4]1[CH:5]=[CH:6][CH:7]=[C:2]([Cl:1])[CH:3]=1. The catalyst is C1COCC1. The reactants are [Cl:1][C:2]1[CH:3]=[C:4]([C:8]2[C:17]3[C:12](=[CH:13][CH:14]=[C:15]([C:18]([C:35]4[CH:36]=[N:37][C:38]([Cl:41])=[CH:39][CH:40]=4)([N:25]=CC4C=CC(OC)=CC=4)[C:19]4[N:20]([CH3:24])[CH:21]=[N:22][CH:23]=4)[CH:16]=3)[N:11]([CH2:42][CH:43]3[CH2:45][CH2:44]3)[C:10](=[O:46])[CH:9]=2)[CH:5]=[CH:6][CH:7]=1.Cl.C(=O)([O-])[O-].[K+].[K+].C(OCC)(=O)C. The yield is 0.900. (5) The reactants are [CH2:1]([N:8]1[C:18]2[C:13](=[CH:14][C:15]([CH3:19])=[CH:16][CH:17]=2)[C:11](=O)[C:9]1=[O:10])[C:2]1[CH:7]=[CH:6][CH:5]=[CH:4][CH:3]=1.O.NN. The catalyst is CS(C)=O. The product is [CH2:1]([N:8]1[C:18]2[C:13](=[CH:14][C:15]([CH3:19])=[CH:16][CH:17]=2)[CH2:11][C:9]1=[O:10])[C:2]1[CH:7]=[CH:6][CH:5]=[CH:4][CH:3]=1. The yield is 1.00. (6) The reactants are I[C:2]1[CH:3]=[C:4]2[C:8](=[CH:9][CH:10]=1)[NH:7][N:6]=[C:5]2[C:11]([N:13]([O:15][CH3:16])[CH3:14])=[O:12].[CH:17](O[Na])=[O:18]. The catalyst is CN(C=O)C.[Cl-].[Na+].O.Cl[Pd](Cl)([P](C1C=CC=CC=1)(C1C=CC=CC=1)C1C=CC=CC=1)[P](C1C=CC=CC=1)(C1C=CC=CC=1)C1C=CC=CC=1. The product is [CH:17]([C:2]1[CH:3]=[C:4]2[C:8](=[CH:9][CH:10]=1)[NH:7][N:6]=[C:5]2[C:11]([N:13]([O:15][CH3:16])[CH3:14])=[O:12])=[O:18]. The yield is 0.156. (7) The yield is 0.129. The catalyst is CS(C)=O. The reactants are Br[C:2]1[N:7]=[C:6](/[CH:8]=[C:9]2/[C:10](=[O:15])[NH:11][C:12](=[O:14])[S:13]/2)[CH:5]=[CH:4][CH:3]=1.C(N(C(C)C)CC)(C)C.[NH:25]1[CH2:30][CH2:29][CH2:28][CH2:27][CH2:26]1. The product is [N:25]1([C:2]2[N:7]=[C:6](/[CH:8]=[C:9]3/[C:10](=[O:15])[NH:11][C:12](=[O:14])[S:13]/3)[CH:5]=[CH:4][CH:3]=2)[CH2:30][CH2:29][CH2:28][CH2:27][CH2:26]1.